The task is: Predict the product of the given reaction.. This data is from Forward reaction prediction with 1.9M reactions from USPTO patents (1976-2016). (1) Given the reactants [Mg].Br[CH2:3][C:4]1[CH:9]=[CH:8][CH:7]=[C:6]([F:10])[CH:5]=1.II.[Br:13][C:14]1[CH:15]=[CH:16][C:17]([C:20]([C:22]2[CH:23]=[N:24][CH:25]=[N:26][CH:27]=2)=[O:21])=[N:18][CH:19]=1, predict the reaction product. The product is: [Br:13][C:14]1[CH:15]=[CH:16][C:17]([C:20]([C:22]2[CH:23]=[N:24][CH:25]=[N:26][CH:27]=2)([OH:21])[CH2:3][C:4]2[CH:9]=[CH:8][CH:7]=[C:6]([F:10])[CH:5]=2)=[N:18][CH:19]=1. (2) Given the reactants C([O:8][CH2:9][CH2:10][CH2:11][N:12]([C:29]1[CH:34]=[CH:33][C:32]([NH:35][C:36]([NH:38][C:39]2[CH:44]=[CH:43][CH:42]=[CH:41][CH:40]=2)=[O:37])=[CH:31][CH:30]=1)[S:13]([C:16]1[CH:17]=[C:18]([C:22]2[CH:27]=[CH:26][C:25]([F:28])=[CH:24][CH:23]=2)[CH:19]=[CH:20][CH:21]=1)(=[O:15])=[O:14])C1C=CC=CC=1.[H][H], predict the reaction product. The product is: [OH:8][CH2:9][CH2:10][CH2:11][N:12]([C:29]1[CH:34]=[CH:33][C:32]([NH:35][C:36]([NH:38][C:39]2[CH:40]=[CH:41][CH:42]=[CH:43][CH:44]=2)=[O:37])=[CH:31][CH:30]=1)[S:13]([C:16]1[CH:17]=[C:18]([C:22]2[CH:27]=[CH:26][C:25]([F:28])=[CH:24][CH:23]=2)[CH:19]=[CH:20][CH:21]=1)(=[O:15])=[O:14]. (3) Given the reactants [O:1]=[C:2]1[CH:7]=[CH:6][N:5]([C:8]2[CH:13]=[CH:12][CH:11]=[C:10]([C:14]([F:17])([F:16])[F:15])[CH:9]=2)[N:4]=[C:3]1[CH:18]=O.[CH3:20][NH2:21].[CH2:22]=[N:23][CH:24](S(C1C=CC(C)=CC=1)(=O)=O)[C:25]1[CH:30]=[CH:29][CH:28]=[CH:27][CH:26]=1.C([O-])([O-])=O.[K+].[K+], predict the reaction product. The product is: [CH3:20][N:21]1[C:18]([C:3]2[C:2](=[O:1])[CH:7]=[CH:6][N:5]([C:8]3[CH:13]=[CH:12][CH:11]=[C:10]([C:14]([F:17])([F:16])[F:15])[CH:9]=3)[N:4]=2)=[C:24]([C:25]2[CH:30]=[CH:29][CH:28]=[CH:27][CH:26]=2)[N:23]=[CH:22]1. (4) Given the reactants [C:1]1([C:10]2[CH:15]=[CH:14][CH:13]=[CH:12][CH:11]=2)[CH:6]=[CH:5][C:4]([C:7]([OH:9])=[O:8])=[CH:3][CH:2]=1.FC(F)(F)C(O[I:21](C1C=CC=CC=1)OC(=O)C(F)(F)F)=O, predict the reaction product. The product is: [I:21][C:13]1[CH:12]=[CH:11][C:10]([C:1]2[CH:2]=[CH:3][C:4]([C:7]([OH:9])=[O:8])=[CH:5][CH:6]=2)=[CH:15][CH:14]=1. (5) Given the reactants [NH2:1][C:2]1[C:16]([O:17][CH3:18])=[CH:15][C:5]2[CH2:6][CH2:7][N:8]([CH2:11][C:12]([NH2:14])=[O:13])[CH2:9][CH2:10][C:4]=2[CH:3]=1.Cl[C:20]1[N:25]=[C:24]([NH:26][C:27]2[CH:32]=[CH:31][C:30]([N:33]3[CH2:38][CH2:37][N:36]([CH3:39])[CH2:35][CH2:34]3)=[CH:29][C:28]=2[O:40][CH3:41])[C:23]([Cl:42])=[CH:22][N:21]=1, predict the reaction product. The product is: [Cl:42][C:23]1[C:24]([NH:26][C:27]2[CH:32]=[CH:31][C:30]([N:33]3[CH2:38][CH2:37][N:36]([CH3:39])[CH2:35][CH2:34]3)=[CH:29][C:28]=2[O:40][CH3:41])=[N:25][C:20]([NH:1][C:2]2[C:16]([O:17][CH3:18])=[CH:15][C:5]3[CH2:6][CH2:7][N:8]([CH2:11][C:12]([NH2:14])=[O:13])[CH2:9][CH2:10][C:4]=3[CH:3]=2)=[N:21][CH:22]=1. (6) Given the reactants [CH3:1][O:2][C:3]1[C:4]([CH2:16][O:17][C:18]2[CH:23]=[CH:22][C:21]([C:24]3[C:28]([CH3:29])=[CH:27][NH:26][N:25]=3)=[CH:20][C:19]=2[CH3:30])=[C:5]([N:9]2[C:13](=[O:14])[N:12]([CH3:15])[N:11]=[N:10]2)[CH:6]=[CH:7][CH:8]=1.CN(C)C=O.[H-].[Na+].[F:38][C:39]([F:50])([F:49])[CH2:40]OS(C(F)(F)F)(=O)=O, predict the reaction product. The product is: [CH3:29][C:28]1[C:24]([C:21]2[CH:22]=[CH:23][C:18]([O:17][CH2:16][C:4]3[C:3]([O:2][CH3:1])=[CH:8][CH:7]=[CH:6][C:5]=3[N:9]3[C:13](=[O:14])[N:12]([CH3:15])[N:11]=[N:10]3)=[C:19]([CH3:30])[CH:20]=2)=[N:25][N:26]([CH2:40][C:39]([F:50])([F:49])[F:38])[CH:27]=1.